Dataset: Reaction yield outcomes from USPTO patents with 853,638 reactions. Task: Predict the reaction yield, written as a fraction of the theoretical maximum amount of product (1.0 means a 100% yield; for example, 0.34 means a 34% yield). (1) The reactants are [NH2:1][C:2]1[CH:3]=[C:4]([C:8]2[CH:13]=[CH:12][C:11]([CH:14]([N:22]([CH3:39])[C:23](=[O:38])[CH2:24][N:25]3[C:30]4[CH:31]=[C:32]([Cl:36])[C:33]([Cl:35])=[CH:34][C:29]=4[O:28][CH2:27][C:26]3=[O:37])[CH2:15][N:16]3[CH2:21][CH2:20][O:19][CH2:18][CH2:17]3)=[CH:10][CH:9]=2)[CH:5]=[CH:6][CH:7]=1.[CH2:40]([S:42](Cl)(=[O:44])=[O:43])[CH3:41].C(N(CC)CC)C. The catalyst is ClCCl. The product is [Cl:36][C:32]1[C:33]([Cl:35])=[CH:34][C:29]2[O:28][CH2:27][C:26](=[O:37])[N:25]([CH2:24][C:23]([N:22]([CH:14]([C:11]3[CH:12]=[CH:13][C:8]([C:4]4[CH:5]=[CH:6][CH:7]=[C:2]([NH:1][S:42]([CH2:40][CH3:41])(=[O:44])=[O:43])[CH:3]=4)=[CH:9][CH:10]=3)[CH2:15][N:16]3[CH2:17][CH2:18][O:19][CH2:20][CH2:21]3)[CH3:39])=[O:38])[C:30]=2[CH:31]=1. The yield is 0.330. (2) The reactants are ClC1C=CC=C(C(OO)=[O:9])C=1.[CH2:12]([N:14]([S:37]([C:40]1[CH:45]=[CH:44][C:43]([F:46])=[CH:42][CH:41]=1)(=[O:39])=[O:38])[C:15](=[CH2:36])[C:16]([NH:18][CH2:19][C:20]1[CH:25]=[CH:24][N:23]=[C:22]([C:26]2[CH:31]=[CH:30][C:29]([C:32]([F:35])([F:34])[F:33])=[CH:28][CH:27]=2)[CH:21]=1)=[O:17])[CH3:13].O.C([O-])([O-])=O.[K+].[K+]. The catalyst is C(Cl)(Cl)Cl. The product is [CH2:12]([N:14]([S:37]([C:40]1[CH:45]=[CH:44][C:43]([F:46])=[CH:42][CH:41]=1)(=[O:39])=[O:38])[C:15](=[CH2:36])[C:16]([NH:18][CH2:19][C:20]1[CH:25]=[CH:24][N+:23]([O-:9])=[C:22]([C:26]2[CH:27]=[CH:28][C:29]([C:32]([F:33])([F:34])[F:35])=[CH:30][CH:31]=2)[CH:21]=1)=[O:17])[CH3:13]. The yield is 0.290. (3) The reactants are Cl[C:2]1[N:7]=[C:6]([NH:8][CH:9]2[CH2:23][CH:12]3[CH2:13][N:14]([C:16]([O:18][C:19]([CH3:22])([CH3:21])[CH3:20])=[O:17])[CH2:15][CH:11]3[CH2:10]2)[C:5]([CH3:24])=[CH:4][N:3]=1.Cl.[CH3:26][N:27]1[C:35]([CH3:36])=[C:34]2[C:29]([CH:30]=[C:31]([NH2:37])[CH:32]=[CH:33]2)=[N:28]1.CCN(C(C)C)C(C)C. The catalyst is CCCCO. The product is [CH3:26][N:27]1[C:35]([CH3:36])=[C:34]2[C:29]([CH:30]=[C:31]([NH:37][C:2]3[N:7]=[C:6]([NH:8][CH:9]4[CH2:10][CH:11]5[CH2:15][N:14]([C:16]([O:18][C:19]([CH3:22])([CH3:20])[CH3:21])=[O:17])[CH2:13][CH:12]5[CH2:23]4)[C:5]([CH3:24])=[CH:4][N:3]=3)[CH:32]=[CH:33]2)=[N:28]1. The yield is 1.00. (4) The reactants are Cl.Cl.[CH3:3][C:4]1[N:9]=[CH:8][N:7]=[C:6]([N:10]2[CH2:15][CH2:14][CH:13]([NH2:16])[CH2:12][CH2:11]2)[CH:5]=1.Br[C:18]1[N:34]=[C:21]2[C:22]([C:26]3[CH:31]=[CH:30][C:29]([F:32])=[CH:28][C:27]=3[Cl:33])=[CH:23][CH:24]=[CH:25][N:20]2[N:19]=1.C1(P(C2C=CC=CC=2)C2C3OC4C(=CC=CC=4P(C4C=CC=CC=4)C4C=CC=CC=4)C(C)(C)C=3C=CC=2)C=CC=CC=1.[O-]C1C=CC=CC=1.[Na+]. The catalyst is ClCCl.O1CCOCC1.C1C=CC(/C=C/C(/C=C/C2C=CC=CC=2)=O)=CC=1.C1C=CC(/C=C/C(/C=C/C2C=CC=CC=2)=O)=CC=1.C1C=CC(/C=C/C(/C=C/C2C=CC=CC=2)=O)=CC=1.C(Cl)(Cl)Cl.[Pd].[Pd]. The product is [Cl:33][C:27]1[CH:28]=[C:29]([F:32])[CH:30]=[CH:31][C:26]=1[C:22]1[C:21]2[N:20]([N:19]=[C:18]([NH:16][CH:13]3[CH2:14][CH2:15][N:10]([C:6]4[CH:5]=[C:4]([CH3:3])[N:9]=[CH:8][N:7]=4)[CH2:11][CH2:12]3)[N:34]=2)[CH:25]=[CH:24][CH:23]=1. The yield is 0.440. (5) The reactants are [NH2:1][C:2]1[C:10]([CH3:11])=[C:9]([O:12][CH3:13])[CH:8]=[CH:7][C:3]=1[C:4]([NH2:6])=[O:5].C(N)(=O)C1C=CC=CC=1.[CH3:23][O:24][C:25]1[CH:33]=[CH:32][C:28]([C:29](Cl)=O)=[CH:27][CH:26]=1. No catalyst specified. The product is [CH3:13][O:12][C:9]1[C:10]([CH3:11])=[C:2]2[C:3]([C:4]([OH:5])=[N:6][C:29]([C:28]3[CH:32]=[CH:33][C:25]([O:24][CH3:23])=[CH:26][CH:27]=3)=[N:1]2)=[CH:7][CH:8]=1. The yield is 0.920. (6) The reactants are [C:1]([C:4]1[CH:5]=[C:6]2[C:11](=[O:12])[O:10][C:8](=O)[C:7]2=[CH:13][CH:14]=1)([OH:3])=[O:2].[NH2:15][CH2:16][CH2:17][CH2:18][CH2:19][C:20]([OH:22])=[O:21]. No catalyst specified. The product is [C:1]([C:4]1[CH:5]=[C:6]2[C:11](=[O:12])[N:15]([CH2:16][CH2:17][CH2:18][CH2:19][C:20]([OH:22])=[O:21])[C:8](=[O:10])[C:7]2=[CH:13][CH:14]=1)([OH:3])=[O:2]. The yield is 0.720. (7) The reactants are [CH3:1][S:2](Cl)(=[O:4])=[O:3].[CH2:6]([C:9]1[CH:14]=[C:13]([C:15]2[S:16][CH:17]=[C:18]([C:20]3[CH:25]=[CH:24][C:23]([NH2:26])=[CH:22][CH:21]=3)[N:19]=2)[CH:12]=[CH:11][N:10]=1)[CH2:7][CH3:8].N1C=CC=CC=1.C(O)(=O)CC(CC(O)=O)(C(O)=O)O. The catalyst is C(Cl)Cl. The product is [CH2:6]([C:9]1[CH:14]=[C:13]([C:15]2[S:16][CH:17]=[C:18]([C:20]3[CH:21]=[CH:22][C:23]([NH:26][S:2]([CH3:1])(=[O:4])=[O:3])=[CH:24][CH:25]=3)[N:19]=2)[CH:12]=[CH:11][N:10]=1)[CH2:7][CH3:8]. The yield is 0.870. (8) The reactants are [CH2:1]([NH:8][C:9]([C:11]1[S:12][C:13]([Br:26])=[C:14]([C:24]#[N:25])[C:15]=1[C:16]1[CH:21]=[CH:20][C:19]([Cl:22])=[CH:18][C:17]=1[Cl:23])=O)[C:2]1[CH:7]=[CH:6][CH:5]=[CH:4][CH:3]=1.P(Cl)(Cl)(Cl)(Cl)Cl.Cl.O1CCOCC1.CO[CH:42](OC)[CH2:43][NH2:44]. The catalyst is C(Cl)Cl. The product is [CH2:1]([N:8]1[CH:42]=[CH:43][N:44]=[C:9]1[C:11]1[S:12][C:13]([Br:26])=[C:14]([C:24]#[N:25])[C:15]=1[C:16]1[CH:21]=[CH:20][C:19]([Cl:22])=[CH:18][C:17]=1[Cl:23])[C:2]1[CH:7]=[CH:6][CH:5]=[CH:4][CH:3]=1. The yield is 0.580. (9) The reactants are [NH2:1][C:2]1[C:11]2[CH:10]=[CH:9][C:8]([F:12])=[C:7](I)[C:6]=2[N:5]=[C:4]2[CH2:14][N:15]([CH2:18][CH3:19])[C:16](=[O:17])[C:3]=12.[CH3:20][O:21][C:22]1[CH:27]=[CH:26][C:25]([O:28][CH3:29])=[CH:24][C:23]=1B(O)O. No catalyst specified. The product is [NH2:1][C:2]1[C:11]2[CH:10]=[CH:9][C:8]([F:12])=[C:7]([C:26]3[CH:27]=[C:22]([O:21][CH3:20])[CH:23]=[CH:24][C:25]=3[O:28][CH3:29])[C:6]=2[N:5]=[C:4]2[CH2:14][N:15]([CH2:18][CH3:19])[C:16](=[O:17])[C:3]=12. The yield is 0.0670.